This data is from Full USPTO retrosynthesis dataset with 1.9M reactions from patents (1976-2016). The task is: Predict the reactants needed to synthesize the given product. Given the product [C:25]([N:28]1[CH2:32][CH2:31][N:30]([C:2]2[CH:7]=[CH:6][C:5]([C:8]([N:10]3[CH2:15][CH2:14][N:13]([C:16]4[C:21]([CH3:22])=[CH:20][C:19]([CH3:23])=[CH:18][N:17]=4)[CH2:12][CH2:11]3)=[O:9])=[C:4]([Cl:24])[CH:3]=2)[C:29]1=[O:33])(=[O:27])[CH3:26], predict the reactants needed to synthesize it. The reactants are: Br[C:2]1[CH:7]=[CH:6][C:5]([C:8]([N:10]2[CH2:15][CH2:14][N:13]([C:16]3[C:21]([CH3:22])=[CH:20][C:19]([CH3:23])=[CH:18][N:17]=3)[CH2:12][CH2:11]2)=[O:9])=[C:4]([Cl:24])[CH:3]=1.[C:25]([N:28]1[CH2:32][CH2:31][NH:30][C:29]1=[O:33])(=[O:27])[CH3:26].